This data is from Reaction yield outcomes from USPTO patents with 853,638 reactions. The task is: Predict the reaction yield, written as a fraction of the theoretical maximum amount of product (1.0 means a 100% yield; for example, 0.34 means a 34% yield). The reactants are [CH3:1][O:2][C:3]1[CH:8]=[CH:7][C:6]([NH:9][C:10](=O)[C:11]2[CH:16]=[CH:15][N:14]=[CH:13][CH:12]=2)=[CH:5][CH:4]=1.P(Cl)(Cl)(Cl)(Cl)Cl.CO[CH:26](OC)[CH2:27][NH2:28].C(O)(C)C. The catalyst is P(Cl)(Cl)(Cl)=O. The product is [CH3:1][O:2][C:3]1[CH:8]=[CH:7][C:6]([N:9]2[CH:26]=[CH:27][N:28]=[C:10]2[C:11]2[CH:16]=[CH:15][N:14]=[CH:13][CH:12]=2)=[CH:5][CH:4]=1. The yield is 0.740.